From a dataset of Full USPTO retrosynthesis dataset with 1.9M reactions from patents (1976-2016). Predict the reactants needed to synthesize the given product. (1) Given the product [N+:8]([C:5]1[CH:6]=[CH:7][C:2]([N:14]2[CH2:13][CH2:12][N:11]([C:17]([O:19][C:20]([CH3:23])([CH3:22])[CH3:21])=[O:18])[CH2:16][CH2:15]2)=[N:3][CH:4]=1)([O-:10])=[O:9], predict the reactants needed to synthesize it. The reactants are: Br[C:2]1[CH:7]=[CH:6][C:5]([N+:8]([O-:10])=[O:9])=[CH:4][N:3]=1.[N:11]1([C:17]([O:19][C:20]([CH3:23])([CH3:22])[CH3:21])=[O:18])[CH2:16][CH2:15][NH:14][CH2:13][CH2:12]1. (2) The reactants are: [CH2:1]([O:8][CH2:9][C:10](Cl)=[O:11])[C:2]1[CH:7]=[CH:6][CH:5]=[CH:4][CH:3]=1.[CH3:13][OH:14]. Given the product [CH3:13][O:14][C:10](=[O:11])[CH2:9][O:8][CH2:1][C:2]1[CH:7]=[CH:6][CH:5]=[CH:4][CH:3]=1, predict the reactants needed to synthesize it. (3) Given the product [C:2]([C:5]1[CH:6]=[CH:7][C:8]([CH2:11][C:12]([NH:14][C@@H:15]([C:17]2[CH:22]=[CH:21][C:20]([O:23][CH2:24][C:25]([F:28])([F:26])[F:27])=[CH:19][N:18]=2)[CH3:16])=[O:13])=[CH:9][CH:10]=1)([CH3:4])=[CH2:3], predict the reactants needed to synthesize it. The reactants are: O[C:2]([C:5]1[CH:10]=[CH:9][C:8]([CH2:11][C:12]([NH:14][C@@H:15]([C:17]2[CH:22]=[CH:21][C:20]([O:23][CH2:24][C:25]([F:28])([F:27])[F:26])=[CH:19][N:18]=2)[CH3:16])=[O:13])=[CH:7][CH:6]=1)([CH3:4])[CH3:3].O.C1(C)C=CC(S(O)(=O)=O)=CC=1. (4) Given the product [Si:5]([O:14][CH2:15][CH:16]1[CH2:21][CH2:20][CH2:19][N:18]([C:22]2[CH:29]=[CH:28][CH:27]=[CH:26][C:23]=2[CH:24]=[O:25])[CH2:17]1)([C:1]([CH3:4])([CH3:3])[CH3:2])([CH3:8])[CH3:7], predict the reactants needed to synthesize it. The reactants are: [C:1]([Si:5]([CH3:8])([CH3:7])Cl)([CH3:4])([CH3:3])[CH3:2].N1C=CN=C1.[OH:14][CH2:15][CH:16]1[CH2:21][CH2:20][CH2:19][N:18]([C:22]2[CH:29]=[CH:28][CH:27]=[CH:26][C:23]=2[CH:24]=[O:25])[CH2:17]1.O. (5) The reactants are: [NH:1]1[CH2:6][CH2:5][CH2:4][CH:3]([CH2:7][OH:8])[CH2:2]1.F[C:10]1[CH:15]=[CH:14][C:13]([N+:16]([O-:18])=[O:17])=[CH:12][CH:11]=1. Given the product [N+:16]([C:13]1[CH:14]=[CH:15][C:10]([N:1]2[CH2:6][CH2:5][CH2:4][CH:3]([CH2:7][OH:8])[CH2:2]2)=[CH:11][CH:12]=1)([O-:18])=[O:17], predict the reactants needed to synthesize it. (6) Given the product [F:12][C:13]1[CH:14]=[C:15]([CH2:22][CH2:23][CH:24]2[NH:11][CH2:10][CH2:9][N:4]3[C:3]([CH2:1][CH3:2])=[N:7][C:6]([I:8])=[C:5]23)[CH:16]=[C:17]([F:21])[C:18]=1[O:19][CH3:20], predict the reactants needed to synthesize it. The reactants are: [CH2:1]([C:3]1[N:4]([CH2:9][CH2:10][NH2:11])[CH:5]=[C:6]([I:8])[N:7]=1)[CH3:2].[F:12][C:13]1[CH:14]=[C:15]([CH2:22][CH2:23][CH:24]=O)[CH:16]=[C:17]([F:21])[C:18]=1[O:19][CH3:20]. (7) Given the product [Cl:20][C:16]1[N:15]=[C:14]([C:12]2[S:4][C:3]3[CH:5]=[CH:6][CH:7]=[CH:8][C:2]=3[C:1](=[O:10])[N:13]=2)[CH:19]=[CH:18][CH:17]=1, predict the reactants needed to synthesize it. The reactants are: [C:1]([O:10]C)(=O)[C:2]1[C:3](=[CH:5][CH:6]=[CH:7][CH:8]=1)[SH:4].[C:12]([C:14]1[CH:19]=[CH:18][CH:17]=[C:16]([Cl:20])[N:15]=1)#[N:13].C(N(CC)CC)C. (8) Given the product [F:28][C:27]([F:30])([F:29])[C:26]([OH:31])([CH3:32])[CH2:25][NH:24][C:20]([C:3]1[C:2]([NH2:1])=[CH:7][C:6]([C:8]([F:10])([F:9])[F:11])=[C:5]([C:12]2[CH:17]=[CH:16][C:15]([Cl:18])=[CH:14][C:13]=2[Cl:19])[N:4]=1)=[O:21], predict the reactants needed to synthesize it. The reactants are: [NH2:1][C:2]1[C:3]([C:20](O)=[O:21])=[N:4][C:5]([C:12]2[CH:17]=[CH:16][C:15]([Cl:18])=[CH:14][C:13]=2[Cl:19])=[C:6]([C:8]([F:11])([F:10])[F:9])[CH:7]=1.Cl.[NH2:24][CH2:25][C:26]([CH3:32])([OH:31])[C:27]([F:30])([F:29])[F:28]. (9) Given the product [Cl:1][C:2]1[N:7]=[CH:6][C:5]([C:8]2([C:9]([O:11][CH2:12][CH3:13])=[O:10])[CH2:20][CH2:19][CH2:18][CH2:17]2)=[CH:4][CH:3]=1, predict the reactants needed to synthesize it. The reactants are: [Cl:1][C:2]1[N:7]=[CH:6][C:5]([CH2:8][C:9]([O:11][CH2:12][CH3:13])=[O:10])=[CH:4][CH:3]=1.[H-].[Na+].I[CH2:17][CH2:18][CH2:19][CH2:20]I.O.